Predict the reaction yield, written as a fraction of the theoretical maximum amount of product (1.0 means a 100% yield; for example, 0.34 means a 34% yield). From a dataset of Reaction yield outcomes from USPTO patents with 853,638 reactions. (1) The reactants are [C:1]1([S:7]([C:10]2[CH:11]=[C:12]3[C:17](=[CH:18][CH:19]=2)[CH:16]([CH2:20][CH2:21][C:22]#[N:23])[CH2:15][CH2:14][CH2:13]3)(=[O:9])=[O:8])[CH:6]=[CH:5][CH:4]=[CH:3][CH:2]=1.B.C1COCC1. The catalyst is C1COCC1. The product is [C:1]1([S:7]([C:10]2[CH:11]=[C:12]3[C:17](=[CH:18][CH:19]=2)[CH:16]([CH2:20][CH2:21][CH2:22][NH2:23])[CH2:15][CH2:14][CH2:13]3)(=[O:9])=[O:8])[CH:2]=[CH:3][CH:4]=[CH:5][CH:6]=1. The yield is 0.254. (2) The reactants are [CH3:1][O:2][C:3]1[CH:4]=[C:5]([C:11]2[C:19]3[C:14](=[CH:15][CH:16]=[C:17]([C:20]#[N:21])[CH:18]=3)[N:13](C3CCCCO3)[N:12]=2)[CH:6]=[CH:7][C:8]=1[O:9][CH3:10].Cl.O. The catalyst is CO. The product is [CH3:1][O:2][C:3]1[CH:4]=[C:5]([C:11]2[C:19]3[C:14](=[CH:15][CH:16]=[C:17]([C:20]#[N:21])[CH:18]=3)[NH:13][N:12]=2)[CH:6]=[CH:7][C:8]=1[O:9][CH3:10]. The yield is 0.930. (3) The reactants are [CH:1]1([CH2:6][C@H:7]([NH:14][C:15](=[O:21])[O:16][C:17]([CH3:20])([CH3:19])[CH3:18])[C:8](N(OC)C)=[O:9])[CH2:5][CH2:4][CH2:3][CH2:2]1.[CH:22]([Mg]Br)=[CH2:23]. The catalyst is C1COCC1. The product is [CH:1]1([CH2:6][C@H:7]([NH:14][C:15](=[O:21])[O:16][C:17]([CH3:18])([CH3:19])[CH3:20])[C:8](=[O:9])[CH:22]=[CH2:23])[CH2:2][CH2:3][CH2:4][CH2:5]1. The yield is 0.380. (4) The reactants are [Br:1][C:2]1[CH:7]=[CH:6][C:5](/[C:8](/[C:19]([F:22])([F:21])[F:20])=[CH:9]/[C:10]([C:12]2[CH:17]=[CH:16][C:15]([CH3:18])=[CH:14][CH:13]=2)=[O:11])=[CH:4][CH:3]=1.[NH4+:23].[OH-]. The catalyst is CS(C)=O. The product is [NH2:23][C:8]([C:5]1[CH:6]=[CH:7][C:2]([Br:1])=[CH:3][CH:4]=1)([C:19]([F:20])([F:21])[F:22])[CH2:9][C:10]([C:12]1[CH:17]=[CH:16][C:15]([CH3:18])=[CH:14][CH:13]=1)=[O:11]. The yield is 1.00. (5) The reactants are [C:1]([O:5][C:6]([N:8]([C:16]1[C:21]([CH3:23])([CH3:22])[S:20](=[O:25])(=[O:24])[CH2:19][C@:18]([C:27]2[CH:32]=[C:31]([N+:33]([O-:35])=[O:34])[CH:30]=[CH:29][C:28]=2[F:36])([CH3:26])[N:17]=1)[C:9](=[O:15])[O:10][C:11]([CH3:14])([CH3:13])[CH3:12])=[O:7])([CH3:4])([CH3:3])[CH3:2].[Li+].C[Si]([N-][Si](C)(C)C)(C)C.[CH3:47][C:48]1([CH3:51])[CH2:50][O:49]1.B(F)(F)F.CCOCC.[Cl-].[NH4+]. The catalyst is C1COCC1. The product is [C:11]([O:10][C:9]([N:8]([C:16]1[C:21]([CH3:23])([CH3:22])[S:20](=[O:25])(=[O:24])[CH:19]([CH2:47][C:48]([OH:49])([CH3:51])[CH3:50])[C@:18]([C:27]2[CH:32]=[C:31]([N+:33]([O-:35])=[O:34])[CH:30]=[CH:29][C:28]=2[F:36])([CH3:26])[N:17]=1)[C:6](=[O:7])[O:5][C:1]([CH3:2])([CH3:3])[CH3:4])=[O:15])([CH3:12])([CH3:13])[CH3:14]. The yield is 0.830. (6) The reactants are [CH2:1]([C:4]([C:26]1[CH:34]=[CH:33][C:29]([C:30]([OH:32])=O)=[CH:28][CH:27]=1)([CH2:8][O:9][C:10]1[CH:15]=[CH:14][C:13]([C:16]2[CH:21]=[CH:20][C:19]([C:22]([F:25])([F:24])[F:23])=[CH:18][CH:17]=2)=[CH:12][CH:11]=1)[CH2:5][CH:6]=[CH2:7])[CH:2]=[CH2:3].Cl.[NH2:36][CH2:37][CH2:38][C:39]([OH:41])=[O:40].O.ON1C2C=CC=C[C:47]=2N=N1.C(N(CC)C(C)C)(C)C.Cl.CN(C)CCCN=C=NCC. The catalyst is CN(C=O)C.O. The product is [CH3:47][O:40][C:39](=[O:41])[CH2:38][CH2:37][NH:36][C:30](=[O:32])[C:29]1[CH:33]=[CH:34][C:26]([C:4]([CH2:5][CH:6]=[CH2:7])([CH2:8][O:9][C:10]2[CH:11]=[CH:12][C:13]([C:16]3[CH:17]=[CH:18][C:19]([C:22]([F:23])([F:24])[F:25])=[CH:20][CH:21]=3)=[CH:14][CH:15]=2)[CH2:1][CH:2]=[CH2:3])=[CH:27][CH:28]=1. The yield is 0.580.